Dataset: Catalyst prediction with 721,799 reactions and 888 catalyst types from USPTO. Task: Predict which catalyst facilitates the given reaction. (1) Product: [CH2:1]([O:8][C:9](=[O:33])[C@@H:10]([NH:20][C:21](=[O:32])[C@@H:22]([NH:24][C:25](=[O:27])[CH2:48][CH2:47][C:46]1[N:42]([CH3:41])[N:43]=[CH:44][CH:45]=1)[CH3:23])[CH2:11][C:12]1[CH:17]=[CH:16][C:15]([O:18][CH3:19])=[CH:14][CH:13]=1)[C:2]1[CH:3]=[CH:4][CH:5]=[CH:6][CH:7]=1. The catalyst class is: 139. Reactant: [CH2:1]([O:8][C:9](=[O:33])[C@@H:10]([NH:20][C:21](=[O:32])[C@@H:22]([NH:24][C:25]([O:27]C(C)(C)C)=O)[CH3:23])[CH2:11][C:12]1[CH:17]=[CH:16][C:15]([O:18][CH3:19])=[CH:14][CH:13]=1)[C:2]1[CH:7]=[CH:6][CH:5]=[CH:4][CH:3]=1.FC(F)(F)C(O)=O.[CH3:41][N:42]1[C:46]([CH2:47][CH2:48]C(O)=O)=[CH:45][CH:44]=[N:43]1.C(N(CC)C(C)C)(C)C.CN(C(ON1N=NC2C=CC=NC1=2)=[N+](C)C)C.F[P-](F)(F)(F)(F)F. (2) Reactant: [C:1]1([C:7]2[N:11]=[C:10]([N:12]3[CH2:17][CH2:16][NH:15][CH2:14][CH2:13]3)[S:9][N:8]=2)[CH:6]=[CH:5][CH:4]=[CH:3][CH:2]=1.[O:18]1[C:22]2=[N:23][CH:24]=[CH:25][CH:26]=[C:21]2[C:20]([N:27](C(OCC(Cl)(Cl)Cl)=O)[C:28](OCC(Cl)(Cl)Cl)=[O:29])=[N:19]1.C(N(C(C)C)CC)(C)C.CS(C)=O. Product: [O:18]1[C:22]2=[N:23][CH:24]=[CH:25][CH:26]=[C:21]2[C:20]([NH:27][C:28]([N:15]2[CH2:16][CH2:17][N:12]([C:10]3[S:9][N:8]=[C:7]([C:1]4[CH:2]=[CH:3][CH:4]=[CH:5][CH:6]=4)[N:11]=3)[CH2:13][CH2:14]2)=[O:29])=[N:19]1. The catalyst class is: 6. (3) Reactant: [C:1]([C:4]1[C:22](=[O:23])[C@@:8]2([CH3:24])[C:9]3[C:15]([OH:16])=[CH:14][C:13]([O:17][CH3:18])=[C:12]([C:19]([NH2:21])=[O:20])[C:10]=3[O:11][C:7]2=[CH:6][C:5]=1[OH:25])(=[O:3])[CH3:2].[F:26][CH:27]([F:40])[C:28]1[CH:37]=[CH:36][C:35]2[C:30](=[CH:31][CH:32]=[CH:33][CH:34]=2)[C:29]=1[CH:38]=O.C([SiH](CC)CC)C.FC(F)(F)C(O)=O. Product: [C:1]([C:4]1[C:22](=[O:23])[C@@:8]2([CH3:24])[C:9]3[C:15]([OH:16])=[CH:14][C:13]([O:17][CH3:18])=[C:12]([C:19]([NH:21][CH2:38][C:29]4[C:30]5[C:35](=[CH:34][CH:33]=[CH:32][CH:31]=5)[CH:36]=[CH:37][C:28]=4[CH:27]([F:26])[F:40])=[O:20])[C:10]=3[O:11][C:7]2=[CH:6][C:5]=1[OH:25])(=[O:3])[CH3:2]. The catalyst class is: 10. (4) Reactant: O[C:2]1[N:10]=[C:9]([S:11][CH2:12][C:13]2[CH:18]=[CH:17][C:16]([O:19][CH3:20])=[C:15]([N+:21]([O-:23])=[O:22])[CH:14]=2)[N:8]=[C:7]2[C:3]=1[N:4]=[CH:5][NH:6]2.P(Cl)(Cl)([Cl:26])=O.CN(C)C1C=CC=CC=1. Product: [Cl:26][C:2]1[N:10]=[C:9]([S:11][CH2:12][C:13]2[CH:18]=[CH:17][C:16]([O:19][CH3:20])=[C:15]([N+:21]([O-:23])=[O:22])[CH:14]=2)[N:8]=[C:7]2[C:3]=1[N:4]=[CH:5][NH:6]2. The catalyst class is: 12. (5) Reactant: [C:1]1([CH3:12])[CH:6]=[CH:5][CH:4]=[C:3]([O:7][CH2:8][C:9]([OH:11])=O)[CH:2]=1.[ClH:13].[N:14]1[C:23]2[C:18](=[CH:19][CH:20]=[CH:21][CH:22]=2)[CH:17]=[CH:16][C:15]=1[NH:24][C@@H:25]1[CH2:30][CH2:29][C@H:28]([NH:31]C(C2C=C([N+]([O-])=O)SC=2)=O)[CH2:27][CH2:26]1.CCN(CC)CC.C1C=CC2N(O)N=NC=2C=1.O.CCN=C=NCCCN(C)C.Cl.Cl. Product: [ClH:13].[N:14]1[C:23]2[C:18](=[CH:19][CH:20]=[CH:21][CH:22]=2)[CH:17]=[CH:16][C:15]=1[NH:24][C@@H:25]1[CH2:26][CH2:27][C@H:28]([NH:31][C:9](=[O:11])[CH2:8][O:7][C:3]2[CH:2]=[C:1]([CH3:12])[CH:6]=[CH:5][CH:4]=2)[CH2:29][CH2:30]1. The catalyst class is: 173. (6) Reactant: [C:1]([C:3]1[CH:8]=[CH:7][C:6]([CH2:9][C:10](O)=[O:11])=[CH:5][C:4]=1[O:13][CH2:14][CH3:15])#[N:2]. Product: [CH2:14]([O:13][C:4]1[CH:5]=[C:6]([CH2:9][CH2:10][OH:11])[CH:7]=[CH:8][C:3]=1[C:1]#[N:2])[CH3:15]. The catalyst class is: 1.